Dataset: Forward reaction prediction with 1.9M reactions from USPTO patents (1976-2016). Task: Predict the product of the given reaction. (1) Given the reactants C1(N2CCN([C:13]3[N:14]=[C:15]([NH:22][C@H:23]4[CH2:27][CH2:26][CH2:25][C@@H:24]4[NH:28][C:29](=[O:35])OC(C)(C)C)[C:16]4[S:21][CH2:20][CH2:19][C:17]=4[N:18]=3)CC2)C=CC=CC=1.[CH:36]([N:39]([CH:42]([CH3:44])C)[CH2:40]C)([CH3:38])C.Cl.[Cl:46]C1N=C(NC2CCCNC2)C2SCCC=2N=1, predict the reaction product. The product is: [CH3:40][N:39]1[CH:36]=[CH:38][CH:44]=[C:42]1[C:29]([N:28]1[CH2:25][CH2:26][CH2:27][CH:23]([NH:22][C:15]2[C:16]3[S:21][CH2:20][CH2:19][C:17]=3[N:18]=[C:13]([Cl:46])[N:14]=2)[CH2:24]1)=[O:35]. (2) Given the reactants [NH2:1][C:2]1[CH:3]=[CH:4][C:5]([F:18])=[C:6]([C@:8]2([CH3:17])[C:13]([F:15])([F:14])[CH2:12][O:11][C:10]([NH2:16])=[N:9]2)[CH:7]=1.[CH3:19][C:20]1[CH:24]=[N:23][NH:22][C:21]=1[C:25](O)=[O:26], predict the reaction product. The product is: [NH2:16][C:10]1[O:11][CH2:12][C:13]([F:14])([F:15])[C@:8]([C:6]2[CH:7]=[C:2]([NH:1][C:25]([C:21]3[NH:22][N:23]=[CH:24][C:20]=3[CH3:19])=[O:26])[CH:3]=[CH:4][C:5]=2[F:18])([CH3:17])[N:9]=1. (3) Given the reactants [OH:1][C:2]1[CH:7]=[CH:6][CH:5]=[C:4]([N+:8]([O-])=O)[C:3]=1[NH:11][C:12](=[O:18])[O:13][C:14]([CH3:17])([CH3:16])[CH3:15], predict the reaction product. The product is: [NH2:8][C:4]1[CH:5]=[CH:6][CH:7]=[C:2]([OH:1])[C:3]=1[NH:11][C:12](=[O:18])[O:13][C:14]([CH3:16])([CH3:15])[CH3:17]. (4) Given the reactants Cl.[F:2][C:3]([F:24])([F:23])[C:4]1[CH:22]=[CH:21][CH:20]=[CH:19][C:5]=1[CH:6]([O:14][CH:15]1[CH2:18][NH:17][CH2:16]1)[C:7]1[CH:12]=[CH:11][C:10]([Cl:13])=[CH:9][CH:8]=1.C(=O)([O-])[O-].[C:29]([N:33]=[C:34]=[S:35])([CH3:32])([CH3:31])[CH3:30], predict the reaction product. The product is: [F:24][C:3]([F:2])([F:23])[C:4]1[CH:22]=[CH:21][CH:20]=[CH:19][C:5]=1[CH:6]([O:14][CH:15]1[CH2:18][N:17]([C:34](=[S:35])[NH:33][C:29]([CH3:32])([CH3:31])[CH3:30])[CH2:16]1)[C:7]1[CH:12]=[CH:11][C:10]([Cl:13])=[CH:9][CH:8]=1. (5) Given the reactants [F:1][C:2]1[CH:3]=[C:4]([CH:7]=[C:8]([F:32])[C:9]=1[N:10]1[C:18]2[CH:17]=[CH:16][NH:15][C:14](=[O:19])[C:13]=2[C:12]([C:20]2[CH:25]=[CH:24][C:23]([N:26]3[CH2:31][CH2:30][O:29][CH2:28][CH2:27]3)=[CH:22][CH:21]=2)=[N:11]1)[C:5]#[N:6].CS(C)=[O:35].C(=O)([O-])[O-].[K+].[K+].OO, predict the reaction product. The product is: [F:32][C:8]1[CH:7]=[C:4]([CH:3]=[C:2]([F:1])[C:9]=1[N:10]1[C:18]2[CH:17]=[CH:16][NH:15][C:14](=[O:19])[C:13]=2[C:12]([C:20]2[CH:21]=[CH:22][C:23]([N:26]3[CH2:31][CH2:30][O:29][CH2:28][CH2:27]3)=[CH:24][CH:25]=2)=[N:11]1)[C:5]([NH2:6])=[O:35]. (6) Given the reactants [Cl-].[NH4+].CC[N:5]=C=NCCCN(C)C.Cl.C1C=CC2N(O)N=NC=2C=1.C(N(C(C)C)CC)(C)C.[C:34]([O:38][C:39]([NH:41][C@H:42]1[CH2:47][CH2:46][CH2:45][CH2:44][C@H:43]1[NH:48][C:49]1[C:57]([F:58])=[CH:56][C:52]([C:53](O)=[O:54])=[C:51]([Cl:59])[N:50]=1)=[O:40])([CH3:37])([CH3:36])[CH3:35], predict the reaction product. The product is: [NH2:5][C:53]([C:52]1[CH:56]=[C:57]([F:58])[C:49]([NH:48][C@H:43]2[CH2:44][CH2:45][CH2:46][CH2:47][C@H:42]2[NH:41][C:39](=[O:40])[O:38][C:34]([CH3:35])([CH3:36])[CH3:37])=[N:50][C:51]=1[Cl:59])=[O:54]. (7) Given the reactants Br[CH2:2][C:3]1[C:8]([CH2:9][CH3:10])=[CH:7][CH:6]=[CH:5][C:4]=1[N:11]1[C:15](=[O:16])[N:14]([CH3:17])[N:13]=[N:12]1.[CH3:18][C:19]1[CH:24]=[CH:23][C:22]([N:25]2[CH:29]=[CH:28][C:27]([OH:30])=[N:26]2)=[CH:21][CH:20]=1.C(=O)([O-])[O-].[K+].[K+].C(#N)C, predict the reaction product. The product is: [CH3:18][C:19]1[CH:20]=[CH:21][C:22]([N:25]2[CH:29]=[CH:28][C:27]([O:30][CH2:2][C:3]3[C:8]([CH2:9][CH3:10])=[CH:7][CH:6]=[CH:5][C:4]=3[N:11]3[C:15](=[O:16])[N:14]([CH3:17])[N:13]=[N:12]3)=[N:26]2)=[CH:23][CH:24]=1. (8) Given the reactants Cl[CH2:2][CH2:3][CH2:4][O:5][CH2:6][CH2:7][C:8]1[CH:9]=[CH:10][C:11]2[S:15][CH:14]=[CH:13][C:12]=2[CH:16]=1.Cl.[NH:18]1[CH2:21][CH:20]([OH:22])[CH2:19]1.[OH-].[Na+].Cl, predict the reaction product. The product is: [S:15]1[C:11]2[CH:10]=[CH:9][C:8]([CH2:7][CH2:6][O:5][CH2:4][CH2:3][CH2:2][N:18]3[CH2:21][CH:20]([OH:22])[CH2:19]3)=[CH:16][C:12]=2[CH:13]=[CH:14]1.